Dataset: Reaction yield outcomes from USPTO patents with 853,638 reactions. Task: Predict the reaction yield, written as a fraction of the theoretical maximum amount of product (1.0 means a 100% yield; for example, 0.34 means a 34% yield). (1) The reactants are [C@@H:1]1([NH:10][C:11]2[C:12]3[CH:19]=[CH:18][N:17]([C@H:20]4[CH2:36][C@@H:23]5[O:24]C(C6C=CC(OC)=CC=6)[O:26][CH2:27][C@@H:22]5[CH2:21]4)[C:13]=3[N:14]=[CH:15][N:16]=2)[C:9]2[C:4](=[CH:5][CH:6]=[CH:7][CH:8]=2)[CH2:3][CH2:2]1.O.CC(O)=O. The catalyst is C1COCC1. The product is [C@@H:1]1([NH:10][C:11]2[C:12]3[CH:19]=[CH:18][N:17]([C@H:20]4[CH2:36][C@H:23]([OH:24])[C@H:22]([CH2:27][OH:26])[CH2:21]4)[C:13]=3[N:14]=[CH:15][N:16]=2)[C:9]2[C:4](=[CH:5][CH:6]=[CH:7][CH:8]=2)[CH2:3][CH2:2]1. The yield is 0.980. (2) The reactants are N[C:2]1[C:7]([Br:8])=[CH:6][C:5]([N+:9]([O-:11])=[O:10])=[CH:4][C:3]=1[OH:12].OS(O)(=O)=O.N([O-])=O.[Na+]. The catalyst is CCO.O. The product is [Br:8][C:7]1[CH:2]=[C:3]([OH:12])[CH:4]=[C:5]([N+:9]([O-:11])=[O:10])[CH:6]=1. The yield is 0.820. (3) The reactants are [F:1][C:2]1[CH:34]=[CH:33][C:5]([CH2:6][N:7]2[C:16](=[O:17])[C:15]([C:18]3[NH:23][C:22]4[CH:24]=[CH:25][C:26](I)=[CH:27][C:21]=4[S:20](=[O:30])(=[O:29])[N:19]=3)=[C:14]([OH:31])[C@H:13]3[C@@H:8]2[C@H:9]2[CH2:32][C@@H:12]3[CH2:11][CH2:10]2)=[CH:4][CH:3]=1.C([Sn](CCCC)(CCCC)[C:40]1[S:41](=[O:46])(=[O:45])[CH2:42][CH2:43][CH:44]=1)CCC. The catalyst is CN(C)C=O.C1C=CC([P]([Pd]([P](C2C=CC=CC=2)(C2C=CC=CC=2)C2C=CC=CC=2)([P](C2C=CC=CC=2)(C2C=CC=CC=2)C2C=CC=CC=2)[P](C2C=CC=CC=2)(C2C=CC=CC=2)C2C=CC=CC=2)(C2C=CC=CC=2)C2C=CC=CC=2)=CC=1. The product is [O:45]=[S:41]1(=[O:46])[CH2:42][CH2:43][CH:44]=[C:40]1[C:26]1[CH:25]=[CH:24][C:22]2[NH:23][C:18]([C:15]3[C:16](=[O:17])[N:7]([CH2:6][C:5]4[CH:33]=[CH:34][C:2]([F:1])=[CH:3][CH:4]=4)[C@@H:8]4[C@H:13]([C:14]=3[OH:31])[C@@H:12]3[CH2:32][C@H:9]4[CH2:10][CH2:11]3)=[N:19][S:20](=[O:30])(=[O:29])[C:21]=2[CH:27]=1. The yield is 0.200. (4) The reactants are [C:1]([OH:5])(=[O:4])[CH2:2][OH:3].C([N:10]([C:16]([O:18][CH2:19][C:20]1[CH:25]=[CH:24][CH:23]=[CH:22][CH:21]=1)=[O:17])[CH2:11][CH2:12][C:13]([OH:15])=[O:14])(C)(C)C. The catalyst is C(O)=O. The product is [C:1]([OH:5])(=[O:4])[CH2:2][OH:3].[C:16]([NH:10][CH2:11][CH2:12][C:13]([OH:15])=[O:14])([O:18][CH2:19][C:20]1[CH:25]=[CH:24][CH:23]=[CH:22][CH:21]=1)=[O:17]. The yield is 0.800. (5) The reactants are C(O)(C(F)(F)F)=O.[F:8][C:9]([F:46])([F:45])[C:10]1[N:14]2[N:15]=[C:16]([N:19]3[CH2:24][CH2:23][CH:22]([C:25]4[C:33]5[C:28](=[CH:29][CH:30]=[C:31]([C:34]([N:36]6[CH2:41][CH2:40][N:39](C([O-])=O)[CH2:38][CH2:37]6)=[O:35])[CH:32]=5)[NH:27][CH:26]=4)[CH2:21][CH2:20]3)[CH:17]=[CH:18][C:13]2=[N:12][N:11]=1. The catalyst is C(Cl)Cl. The product is [N:36]1([C:34]([C:31]2[CH:32]=[C:33]3[C:28](=[CH:29][CH:30]=2)[NH:27][CH:26]=[C:25]3[CH:22]2[CH2:23][CH2:24][N:19]([C:16]3[CH:17]=[CH:18][C:13]4[N:14]([C:10]([C:9]([F:46])([F:8])[F:45])=[N:11][N:12]=4)[N:15]=3)[CH2:20][CH2:21]2)=[O:35])[CH2:37][CH2:38][NH:39][CH2:40][CH2:41]1. The yield is 0.990. (6) The catalyst is CCOCC.C([O-])(=O)C.[Pd+2].C([O-])(=O)C. The yield is 0.780. The reactants are [C:1]([NH:8][C@:9]1([C:14]([OH:16])=[O:15])[CH2:11][C@H:10]1[CH:12]=[CH2:13])([O:3][C:4]([CH3:7])([CH3:6])[CH3:5])=[O:2].[N+](=C)=[N-].[CH3:20][CH2:21]OC(C)=O.[CH3:26]CCCCC. The product is [CH2:20]([O:15][C:14]([C@@:9]1([NH:8][C:1]([O:3][C:4]([CH3:7])([CH3:6])[CH3:5])=[O:2])[CH2:11][C@H:10]1[CH:12]1[CH2:26][CH2:13]1)=[O:16])[CH3:21].